Dataset: Forward reaction prediction with 1.9M reactions from USPTO patents (1976-2016). Task: Predict the product of the given reaction. (1) Given the reactants [O:1]([C:18]1[CH:19]=[C:20]([CH:23]=[CH:24][C:25]=1[O:26][CH3:27])[CH:21]=O)[CH2:2][CH2:3][CH2:4][CH2:5][CH2:6][O:7][C:8]1[CH:9]=[C:10]([CH:13]=[CH:14][C:15]=1[O:16][CH3:17])[CH:11]=O.[C:28]([NH:31][NH2:32])([NH2:30])=[NH:29].[ClH:33].Cl.Cl.[NH2:36][NH:37][C:38]([NH2:40])=[NH:39], predict the reaction product. The product is: [ClH:33].[ClH:33].[C:28]([NH:31][N:32]=[CH:21][C:20]1[CH:23]=[CH:24][C:25]([O:26][CH3:27])=[C:18]([O:1][CH2:2][CH2:3][CH2:4][CH2:5][CH2:6][O:7][C:8]2[CH:9]=[C:10]([CH:13]=[CH:14][C:15]=2[O:16][CH3:17])[CH:11]=[N:36][NH:37][C:38](=[NH:39])[NH2:40])[CH:19]=1)(=[NH:30])[NH2:29]. (2) Given the reactants C([O:5][C:6](=[O:39])[C:7]1[CH:12]=[CH:11][CH:10]=[C:9]([CH2:13][CH:14]([NH:28][C:29](=[O:36])[CH2:30][CH2:31][S:32](=[O:35])(=[O:34])[NH2:33])[B:15]2[O:23][CH:22]3[C:17]([CH3:27])([CH:18]4[CH2:24][CH:20]([CH2:21]3)[C:19]4([CH3:26])[CH3:25])[O:16]2)[C:8]=1[O:37][CH3:38])(C)(C)C.FC(F)(F)C(O)=O, predict the reaction product. The product is: [CH3:38][O:37][C:8]1[C:9]([CH2:13][CH:14]([NH:28][C:29](=[O:36])[CH2:30][CH2:31][S:32](=[O:35])(=[O:34])[NH2:33])[B:15]2[O:23][CH:22]3[C:17]([CH3:27])([CH:18]4[CH2:24][CH:20]([CH2:21]3)[C:19]4([CH3:26])[CH3:25])[O:16]2)=[CH:10][CH:11]=[CH:12][C:7]=1[C:6]([OH:39])=[O:5].